Predict the product of the given reaction. From a dataset of Forward reaction prediction with 1.9M reactions from USPTO patents (1976-2016). (1) Given the reactants [CH3:1][C:2]1[O:6][N:5]=[C:4]([C:7]2[CH:12]=[CH:11][CH:10]=[CH:9][CH:8]=2)[C:3]=1[CH2:13][OH:14].[H-].[Na+].Cl[C:18]1[CH:19]=[CH:20][C:21]2[N:22]([C:24]([C:27]3[O:28][CH:29]=[CH:30][CH:31]=3)=[N:25][N:26]=2)[N:23]=1, predict the reaction product. The product is: [O:28]1[CH:29]=[CH:30][CH:31]=[C:27]1[C:24]1[N:22]2[N:23]=[C:18]([O:14][CH2:13][C:3]3[C:4]([C:7]4[CH:12]=[CH:11][CH:10]=[CH:9][CH:8]=4)=[N:5][O:6][C:2]=3[CH3:1])[CH:19]=[CH:20][C:21]2=[N:26][N:25]=1. (2) Given the reactants [Br:1][C:2]1[CH:3]=[C:4]([S:9]([N:12]([C:14]2[CH:33]=[CH:32][C:17]3[N:18]([CH2:25][CH:26]4[CH2:31][CH2:30][CH2:29][CH2:28][CH2:27]4)[C:19]([C:21]([CH3:24])([CH3:23])[CH3:22])=[N:20][C:16]=3[CH:15]=2)[CH3:13])(=[O:11])=[O:10])[CH:5]=[N:6][C:7]=1Cl.[NH3:34].[C:35](Cl)(=[O:37])[CH3:36], predict the reaction product. The product is: [Br:1][C:2]1[C:7]([NH:34][C:35](=[O:37])[CH3:36])=[N:6][CH:5]=[C:4]([S:9]([N:12]([C:14]2[CH:33]=[CH:32][C:17]3[N:18]([CH2:25][CH:26]4[CH2:31][CH2:30][CH2:29][CH2:28][CH2:27]4)[C:19]([C:21]([CH3:24])([CH3:23])[CH3:22])=[N:20][C:16]=3[CH:15]=2)[CH3:13])(=[O:11])=[O:10])[CH:3]=1. (3) The product is: [CH3:20][N:19]([CH3:21])[C:17](=[O:18])[CH2:16][CH2:15][S:14][CH:3]1[CH2:4][C@@H:5]([C:9]([CH3:11])=[CH2:10])[CH2:6][C:7](=[O:8])[CH:2]1[CH3:1]. Given the reactants [CH3:1][C:2]1[C:7](=[O:8])[CH2:6][CH:5]([C:9]([CH3:11])=[CH2:10])[CH2:4][CH:3]=1.C(=O)([S:14][CH2:15][CH2:16][C:17]([N:19]([CH3:21])[CH3:20])=[O:18])C.C1CCN2C(=NCCC2)CC1, predict the reaction product. (4) Given the reactants [C:1]1([C:15]2[CH:20]=[CH:19][CH:18]=[CH:17][CH:16]=2)[CH:6]=[CH:5][CH:4]=[C:3]([N:7]2[CH:11]=[C:10]([C:12](O)=[O:13])[N:9]=[CH:8]2)[CH:2]=1.C(Cl)(=O)C([Cl:24])=O, predict the reaction product. The product is: [C:1]1([C:15]2[CH:20]=[CH:19][CH:18]=[CH:17][CH:16]=2)[CH:6]=[CH:5][CH:4]=[C:3]([N:7]2[CH:11]=[C:10]([C:12]([Cl:24])=[O:13])[N:9]=[CH:8]2)[CH:2]=1. (5) Given the reactants C([O:4][CH2:5][C:6]1[N:22]=[CH:21][C:9]2[O:10][CH2:11][CH2:12][N:13]([C:14]([O:16][C:17]([CH3:20])([CH3:19])[CH3:18])=[O:15])[C:8]=2[CH:7]=1)(=O)C.[OH-].[Na+], predict the reaction product. The product is: [OH:4][CH2:5][C:6]1[N:22]=[CH:21][C:9]2[O:10][CH2:11][CH2:12][N:13]([C:14]([O:16][C:17]([CH3:18])([CH3:20])[CH3:19])=[O:15])[C:8]=2[CH:7]=1. (6) Given the reactants [Cl:1][C:2]1[N:10]=[C:9]2[C:5]([NH:6][CH:7]=[N:8]2)=[C:4]([NH:11][CH2:12][C:13]2[CH:18]=[CH:17][CH:16]=[CH:15][CH:14]=2)[N:3]=1.C(=O)([O-])[O-].[K+].[K+].[CH2:25](Br)[C:26]#[CH:27].O, predict the reaction product. The product is: [Cl:1][C:2]1[N:10]=[C:9]2[C:5]([N:6]=[CH:7][N:8]2[CH2:27][C:26]#[CH:25])=[C:4]([NH:11][CH2:12][C:13]2[CH:14]=[CH:15][CH:16]=[CH:17][CH:18]=2)[N:3]=1. (7) Given the reactants [Cl:1][C:2]1[CH:3]=[CH:4][C:5]([C:27]#[N:28])=[C:6]([C:8]2[C:13]([O:14][CH3:15])=[CH:12][N:11]([CH:16]([CH2:20][CH:21]([O:24][CH3:25])[CH2:22][CH3:23])[C:17]([OH:19])=O)[C:10](=[O:26])[CH:9]=2)[CH:7]=1.[NH2:29][C:30]1[CH:40]=[CH:39][C:33]([C:34]([O:36][CH2:37][CH3:38])=[O:35])=[CH:32][CH:31]=1.CC(C)N=C=NC(C)C, predict the reaction product. The product is: [Cl:1][C:2]1[CH:3]=[CH:4][C:5]([C:27]#[N:28])=[C:6]([C:8]2[C:13]([O:14][CH3:15])=[CH:12][N:11]([CH:16]([CH2:20][CH:21]([O:24][CH3:25])[CH2:22][CH3:23])[C:17]([NH:29][C:30]3[CH:31]=[CH:32][C:33]([C:34]([O:36][CH2:37][CH3:38])=[O:35])=[CH:39][CH:40]=3)=[O:19])[C:10](=[O:26])[CH:9]=2)[CH:7]=1. (8) Given the reactants [C:1]([Si:5]([CH3:35])([CH3:34])[O:6][CH2:7][CH2:8][NH:9][C:10]1[CH:15]=[CH:14][C:13]([NH:16][C:17]([C:19]2[CH:24]=[CH:23][CH:22]=[CH:21][C:20]=2[NH:25][C:26]([C:28]2[S:29][C:30]([Cl:33])=[CH:31][CH:32]=2)=[O:27])=[O:18])=[CH:12][CH:11]=1)([CH3:4])([CH3:3])[CH3:2].[N:36]#[C:37]Br.C(=O)(O)[O-].[Na+], predict the reaction product. The product is: [Si:5]([O:6][CH2:7][CH2:8][N:9]([C:37]#[N:36])[C:10]1[CH:11]=[CH:12][C:13]([NH:16][C:17]([C:19]2[CH:24]=[CH:23][CH:22]=[CH:21][C:20]=2[NH:25][C:26]([C:28]2[S:29][C:30]([Cl:33])=[CH:31][CH:32]=2)=[O:27])=[O:18])=[CH:14][CH:15]=1)([C:1]([CH3:4])([CH3:3])[CH3:2])([CH3:35])[CH3:34]. (9) Given the reactants [Cl:1][C:2]1[C:7]([F:8])=[C:6](Cl)[CH:5]=[CH:4][N:3]=1.[CH3:10][O-:11].[Na+], predict the reaction product. The product is: [Cl:1][C:2]1[C:7]([F:8])=[C:6]([O:11][CH3:10])[CH:5]=[CH:4][N:3]=1.